Dataset: Forward reaction prediction with 1.9M reactions from USPTO patents (1976-2016). Task: Predict the product of the given reaction. (1) Given the reactants [NH:1]([C:17]([O:19][C:20]([CH3:23])([CH3:22])[CH3:21])=[O:18])[C@@H:2]([C:14]([OH:16])=[O:15])[CH2:3][C:4]1[CH:13]=[C:12]2[C:7]([CH:8]=[CH:9][CH:10]=[CH:11]2)=[CH:6][CH:5]=1.C[N:25]1[CH2:30][CH2:29]OCC1.[OH2:31].C[CH:33]([OH:35])[CH3:34], predict the reaction product. The product is: [NH:1]([C:17]([O:19][C:20]([CH3:23])([CH3:22])[CH3:21])=[O:18])[C@@H:2]([C:14]([O:16][N:25]1[C:33](=[O:35])[CH2:34][CH2:29][C:30]1=[O:31])=[O:15])[CH2:3][C:4]1[CH:13]=[C:12]2[C:7]([CH:8]=[CH:9][CH:10]=[CH:11]2)=[CH:6][CH:5]=1. (2) Given the reactants [Cl:1][C:2]1[CH:7]=[CH:6][C:5]([C:8]([F:11])([F:10])[F:9])=[CH:4][C:3]=1[NH:12][S:13]([C:16]1[CH:21]=[CH:20][CH:19]=[CH:18][CH:17]=1)(=[O:15])=[O:14].Br[CH2:23][C:24]([NH:26][C:27]1[CH:28]=[CH:29][C:30]2[S:34][C:33]([CH3:35])=[N:32][C:31]=2[CH:36]=1)=[O:25].C(=O)([O-])[O-].[K+].[K+], predict the reaction product. The product is: [C:16]1([S:13]([N:12]([C:3]2[CH:4]=[C:5]([C:8]([F:10])([F:11])[F:9])[CH:6]=[CH:7][C:2]=2[Cl:1])[CH2:23][C:24]([NH:26][C:27]2[CH:28]=[CH:29][C:30]3[S:34][C:33]([CH3:35])=[N:32][C:31]=3[CH:36]=2)=[O:25])(=[O:15])=[O:14])[CH:17]=[CH:18][CH:19]=[CH:20][CH:21]=1. (3) Given the reactants [C:1]([O:5][C:6]([N:8]1[CH2:13][CH2:12][N:11]([CH2:14][CH2:15][CH2:16][O:17][C:18]2[CH:23]=[CH:22][C:21]([C:24]([OH:26])=O)=[CH:20][C:19]=2[F:27])[CH2:10][CH2:9]1)=[O:7])([CH3:4])([CH3:3])[CH3:2].C(N(CC)CC)C.[CH3:35][N:36]1[C:45]2[NH:44][C:43]3[CH:46]=[CH:47][CH:48]=[CH:49][C:42]=3[NH:41][CH2:40][C:39]=2[CH:38]=[N:37]1, predict the reaction product. The product is: [C:1]([O:5][C:6]([N:8]1[CH2:13][CH2:12][N:11]([CH2:14][CH2:15][CH2:16][O:17][C:18]2[CH:23]=[CH:22][C:21]([C:24]([N:41]3[CH2:40][C:39]4[CH:38]=[N:37][N:36]([CH3:35])[C:45]=4[NH:44][C:43]4[CH:46]=[CH:47][CH:48]=[CH:49][C:42]3=4)=[O:26])=[CH:20][C:19]=2[F:27])[CH2:10][CH2:9]1)=[O:7])([CH3:3])([CH3:4])[CH3:2]. (4) Given the reactants O[C:2]1([CH3:20])[O:6][C:5](=O)[CH:4]=[C:3]1[C:8]1[CH:13]=[C:12]([C:14]([F:17])([F:16])[F:15])[CH:11]=[CH:10][C:9]=1[O:18][CH3:19].O.[NH2:22][NH2:23], predict the reaction product. The product is: [CH3:19][O:18][C:9]1[CH:10]=[CH:11][C:12]([C:14]([F:17])([F:16])[F:15])=[CH:13][C:8]=1[C:3]1[C:2]([CH3:20])=[N:23][NH:22][C:5](=[O:6])[CH:4]=1. (5) The product is: [Cl:19][C:9]1[C:8]([C:6]([OH:7])=[O:5])=[C:16]2[N:12]([CH2:13][CH2:14][CH2:15]2)[C:11](=[O:17])[C:10]=1[CH3:18]. Given the reactants [Li+].[OH-].C([O:5][C:6]([C:8]1[C:9]([Cl:19])=[C:10]([CH3:18])[C:11](=[O:17])[N:12]2[C:16]=1[CH2:15][CH2:14][CH2:13]2)=[O:7])C.CO, predict the reaction product. (6) The product is: [CH3:1][O:2][C:3]1[CH:8]=[CH:7][C:6]2[C:9]3[C:10](=[CH:11][CH:12]=[CH:13][CH:14]=3)[NH:15][C:5]=2[CH:4]=1. Given the reactants [CH3:1][O:2][C:3]1[CH:8]=[CH:7][C:6]([C:9]2[CH:14]=[CH:13][CH:12]=[CH:11][C:10]=2[N+:15]([O-])=O)=[CH:5][CH:4]=1.P(OCC)(OCC)OCC.Cl.[OH-].[Na+], predict the reaction product. (7) Given the reactants [F-].C([N+:6]([CH2:15][CH2:16][CH2:17][CH3:18])([CH2:11][CH2:12][CH2:13][CH3:14])CCCC)CCC.O1CC[CH2:21][CH2:20]1.[OH2:24].C(NCC)C, predict the reaction product. The product is: [N:6]1[CH:11]=[CH:12][CH:13]=[C:14]2[CH2:20][CH2:21][CH2:18][CH2:17][CH:16]([OH:24])[C:15]=12. (8) Given the reactants Cl.[NH2:2][C@@H:3]([C:18]([N:20]1[CH2:25][CH2:24][C@@:23]([C:27]2[CH:32]=[CH:31][C:30]([Cl:33])=[CH:29][CH:28]=2)([OH:26])[C:22]([CH3:35])([CH3:34])[CH2:21]1)=[O:19])[CH2:4][CH2:5][CH2:6][NH:7][C:8](=[O:17])[O:9][CH2:10][C:11]1[CH:16]=[CH:15][CH:14]=[CH:13][CH:12]=1.[CH:36]1([C:41](Cl)=[O:42])[CH2:40][CH2:39][CH2:38][CH2:37]1.CCN(C(C)C)C(C)C, predict the reaction product. The product is: [Cl:33][C:30]1[CH:29]=[CH:28][C:27]([C@@:23]2([OH:26])[CH2:24][CH2:25][N:20]([C:18](=[O:19])[C@H:3]([NH:2][C:41]([CH:36]3[CH2:40][CH2:39][CH2:38][CH2:37]3)=[O:42])[CH2:4][CH2:5][CH2:6][NH:7][C:8](=[O:17])[O:9][CH2:10][C:11]3[CH:12]=[CH:13][CH:14]=[CH:15][CH:16]=3)[CH2:21][C:22]2([CH3:35])[CH3:34])=[CH:32][CH:31]=1. (9) The product is: [N:41]1[N:42]([CH2:23][CH2:22][O:21][C:19]2[C:18]3[NH:25][C:26]4[C:31](=[CH:30][C:29]([Cl:32])=[CH:28][CH:27]=4)[C:17]=3[CH:16]=[C:15]3[C:14]4[CH:13]=[C:12]([Cl:40])[CH:11]=[CH:10][C:9]=4[NH:8][C:20]=23)[N:43]=[CH:44][CH:45]=1. Given the reactants C([N:8]1[C:20]2[C:19]([O:21][CH2:22][CH2:23]Br)=[C:18]3[N:25](C(OC(C)(C)C)=O)[C:26]4[CH:27]=[CH:28][C:29]([Cl:32])=[CH:30][C:31]=4[C:17]3=[CH:16][C:15]=2[C:14]2[C:9]1=[CH:10][CH:11]=[C:12]([Cl:40])[CH:13]=2)(OC(C)(C)C)=O.[NH:41]1[CH:45]=[CH:44][N:43]=[N:42]1, predict the reaction product.